The task is: Regression. Given two drug SMILES strings and cell line genomic features, predict the synergy score measuring deviation from expected non-interaction effect.. This data is from NCI-60 drug combinations with 297,098 pairs across 59 cell lines. (1) Drug 2: COC1=NC(=NC2=C1N=CN2C3C(C(C(O3)CO)O)O)N. Cell line: HCC-2998. Drug 1: CN1CCC(CC1)COC2=C(C=C3C(=C2)N=CN=C3NC4=C(C=C(C=C4)Br)F)OC. Synergy scores: CSS=6.42, Synergy_ZIP=0.0546, Synergy_Bliss=2.10, Synergy_Loewe=-5.08, Synergy_HSA=-1.51. (2) Drug 1: B(C(CC(C)C)NC(=O)C(CC1=CC=CC=C1)NC(=O)C2=NC=CN=C2)(O)O. Drug 2: CC1C(C(CC(O1)OC2CC(CC3=C2C(=C4C(=C3O)C(=O)C5=CC=CC=C5C4=O)O)(C(=O)C)O)N)O. Cell line: HCC-2998. Synergy scores: CSS=76.7, Synergy_ZIP=-1.40, Synergy_Bliss=-2.84, Synergy_Loewe=-2.82, Synergy_HSA=-1.38. (3) Drug 1: CCCS(=O)(=O)NC1=C(C(=C(C=C1)F)C(=O)C2=CNC3=C2C=C(C=N3)C4=CC=C(C=C4)Cl)F. Drug 2: CC(C1=C(C=CC(=C1Cl)F)Cl)OC2=C(N=CC(=C2)C3=CN(N=C3)C4CCNCC4)N. Cell line: SF-539. Synergy scores: CSS=2.95, Synergy_ZIP=-1.23, Synergy_Bliss=0.906, Synergy_Loewe=0.965, Synergy_HSA=1.03. (4) Drug 1: C1=CC=C(C(=C1)C(C2=CC=C(C=C2)Cl)C(Cl)Cl)Cl. Drug 2: CC(C)CN1C=NC2=C1C3=CC=CC=C3N=C2N. Cell line: LOX IMVI. Synergy scores: CSS=-2.64, Synergy_ZIP=0.110, Synergy_Bliss=-1.62, Synergy_Loewe=-0.551, Synergy_HSA=-1.24. (5) Drug 1: CN1C(=O)N2C=NC(=C2N=N1)C(=O)N. Drug 2: C(CN)CNCCSP(=O)(O)O. Cell line: HCT116. Synergy scores: CSS=7.84, Synergy_ZIP=-4.52, Synergy_Bliss=1.19, Synergy_Loewe=-5.76, Synergy_HSA=-0.608. (6) Drug 1: CC(CN1CC(=O)NC(=O)C1)N2CC(=O)NC(=O)C2. Drug 2: C(=O)(N)NO. Cell line: ACHN. Synergy scores: CSS=48.1, Synergy_ZIP=0.305, Synergy_Bliss=1.53, Synergy_Loewe=2.76, Synergy_HSA=6.13.